This data is from Catalyst prediction with 721,799 reactions and 888 catalyst types from USPTO. The task is: Predict which catalyst facilitates the given reaction. (1) Reactant: Br[C:2]1[CH:3]=[CH:4][C:5]([O:25][CH3:26])=[C:6]([S:8]([NH:11][CH:12]2[CH2:17][CH2:16][N:15]([C:18]([O:20][C:21]([CH3:24])([CH3:23])[CH3:22])=[O:19])[CH2:14][CH2:13]2)(=[O:10])=[O:9])[CH:7]=1.[CH3:27][C:28]1([CH3:44])[C:32]([CH3:34])([CH3:33])[O:31][B:30]([B:30]2[O:31][C:32]([CH3:34])([CH3:33])[C:28]([CH3:44])([CH3:27])[O:29]2)[O:29]1.C([O-])(=O)C.[K+].ClCCl. Product: [C:21]([O:20][C:18]([N:15]1[CH2:14][CH2:13][CH:12]([NH:11][S:8]([C:6]2[CH:7]=[C:2]([B:30]3[O:31][C:32]([CH3:34])([CH3:33])[C:28]([CH3:44])([CH3:27])[O:29]3)[CH:3]=[CH:4][C:5]=2[O:25][CH3:26])(=[O:9])=[O:10])[CH2:17][CH2:16]1)=[O:19])([CH3:22])([CH3:23])[CH3:24]. The catalyst class is: 12. (2) Product: [NH2:1][C:2]1[CH:3]=[C:4]2[C:5](=[CH:24][CH:25]=1)[C:6](=[O:7])[N:8]([C@@H:11]([CH2:17][CH2:18][C:19]([O:21][CH2:22][CH3:23])=[O:20])[C:12]([O:14][CH2:15][CH3:16])=[O:13])[CH2:9]2. Reactant: [NH2:1][C:2]1[CH:3]=[C:4]2[C:9](=O)[N:8]([C@@H:11]([CH2:17][CH2:18][C:19]([O:21][CH2:22][CH3:23])=[O:20])[C:12]([O:14][CH2:15][CH3:16])=[O:13])[C:6](=[O:7])[C:5]2=[CH:24][CH:25]=1.Cl. The catalyst class is: 490.